Dataset: Full USPTO retrosynthesis dataset with 1.9M reactions from patents (1976-2016). Task: Predict the reactants needed to synthesize the given product. (1) Given the product [F:17][C:14]1[CH:15]=[CH:16][C:11]([CH:6]2[CH2:7][CH2:8][CH2:9][C:1]2=[O:3])=[CH:12][CH:13]=1, predict the reactants needed to synthesize it. The reactants are: [CH:1]([OH:3])=O.OO.[C:6]1([C:11]2[CH:16]=[CH:15][C:14]([F:17])=[CH:13][CH:12]=2)C[CH2:9][CH2:8][CH:7]=1. (2) Given the product [CH3:25][O:24][C:18]1[CH:17]=[CH:16][C:15]([S:12]([CH:11]([F:26])[F:10])(=[O:14])=[O:13])=[CH:20][C:19]=1[NH:21][C:22]([NH:4][C:3]1[CH:5]=[CH:6][C:7]([CH3:9])=[CH:8][C:2]=1[F:1])=[O:23], predict the reactants needed to synthesize it. The reactants are: [F:1][C:2]1[CH:8]=[C:7]([CH3:9])[CH:6]=[CH:5][C:3]=1[NH2:4].[F:10][CH:11]([F:26])[S:12]([C:15]1[CH:16]=[CH:17][C:18]([O:24][CH3:25])=[C:19]([N:21]=[C:22]=[O:23])[CH:20]=1)(=[O:14])=[O:13]. (3) Given the product [CH2:46]([O:45][C:43](=[O:44])[CH:41]([N:40]1[CH2:39][CH2:38][CH2:37][C:33]([NH:48][C:49]([O:51][C:52]([CH3:55])([CH3:53])[CH3:54])=[O:50])([NH:32][C:30]([O:29][C:25]([CH3:27])([CH3:26])[CH3:28])=[O:31])[C:34]1=[O:36])[CH3:42])[CH3:47], predict the reactants needed to synthesize it. The reactants are: CN(C(ON1N=NC2C=CC=NC1=2)=[N+](C)C)C.F[P-](F)(F)(F)(F)F.[C:25]([O:29][C:30]([NH:32][C:33]([NH:48][C:49]([O:51][C:52]([CH3:55])([CH3:54])[CH3:53])=[O:50])([CH2:37][CH2:38][CH2:39][NH:40][CH:41]([C:43]([O:45][CH2:46][CH3:47])=[O:44])[CH3:42])[C:34]([OH:36])=O)=[O:31])([CH3:28])([CH3:27])[CH3:26].CN1CCOCC1. (4) Given the product [CH2:14]([O:16][C:17]([CH:4]1[CH2:5][CH2:6][C:7]2[C:12](=[CH:11][CH:10]=[CH:9][CH:8]=2)[C:3]1=[O:13])=[O:18])[CH3:15], predict the reactants needed to synthesize it. The reactants are: [H-].[Na+].[C:3]1(=[O:13])[C:12]2[C:7](=[CH:8][CH:9]=[CH:10][CH:11]=2)[CH2:6][CH2:5][CH2:4]1.[CH2:14]([O:16][C:17](=O)[O:18]CC)[CH3:15]. (5) Given the product [CH3:1][C:2]1[CH:6]=[C:5]([NH:7][C:8]2[N:9]=[C:10]([NH:17][C@@H:18]3[CH2:22][CH2:21][NH:20][CH2:19]3)[C:11]3[S:16][CH:15]=[CH:14][C:12]=3[N:13]=2)[S:4][N:3]=1, predict the reactants needed to synthesize it. The reactants are: [CH3:1][C:2]1[CH:6]=[C:5]([NH:7][C:8]2[N:9]=[C:10]([NH:17][C@@H:18]3[CH2:22][CH2:21][N:20](C(OC(C)(C)C)=O)[CH2:19]3)[C:11]3[S:16][CH:15]=[CH:14][C:12]=3[N:13]=2)[S:4][N:3]=1.CO.Cl.O1CCOCC1. (6) Given the product [O:14]([C:21]1[CH:22]=[C:62]([CH:26]=[CH:27][CH:28]=1)[CH2:61][NH:58][C:59]([C:2]1[N:3]=[CH:4][C:5]2[C:10](=[CH:9][CH:8]=[CH:7][CH:6]=2)[N:1]=1)=[O:45])[C:15]1[CH:20]=[CH:19][CH:18]=[CH:17][CH:16]=1, predict the reactants needed to synthesize it. The reactants are: [N:1]1[C:10]2[C:5](=[CH:6][C:7](C(O)=O)=[CH:8][CH:9]=2)[CH:4]=[N:3][CH:2]=1.[O:14]([C:21]1[CH:22]=C([CH:26]=[CH:27][CH:28]=1)CN)[C:15]1[CH:20]=[CH:19][CH:18]=[CH:17][CH:16]=1.F[P-](F)(F)(F)(F)F.N1([O:45][P+](N(C)C)(N(C)C)N(C)C)C2C=CC=CC=2N=N1.C([N:58]([CH2:61][CH3:62])[CH2:59]C)C. (7) Given the product [CH3:56][C:46]1[CH:47]=[CH:48][C:49]([S:52]([OH:55])(=[O:54])=[O:53])=[CH:50][CH:51]=1.[F:8][C:4]1[CH:5]=[CH:6][CH:7]=[C:2]([F:1])[C:3]=1[N:9]1[C:14]2[N:15]=[C:16]([NH:34][CH:35]3[CH2:36][C:37]([CH3:43])([CH3:44])[NH:38][C:39]([CH3:42])([CH3:41])[CH2:40]3)[N:17]=[C:18]([C:19]3[CH:20]=[C:21]([NH:26][C:27]([C:29]4[CH:33]=[CH:32][S:31][CH:30]=4)=[O:28])[CH:22]=[CH:23][C:24]=3[CH3:25])[C:13]=2[CH:12]=[CH:11][C:10]1=[O:45], predict the reactants needed to synthesize it. The reactants are: [F:1][C:2]1[CH:7]=[CH:6][CH:5]=[C:4]([F:8])[C:3]=1[N:9]1[C:14]2[N:15]=[C:16]([NH:34][CH:35]3[CH2:40][C:39]([CH3:42])([CH3:41])[NH:38][C:37]([CH3:44])([CH3:43])[CH2:36]3)[N:17]=[C:18]([C:19]3[CH:20]=[C:21]([NH:26][C:27]([C:29]4[CH:33]=[CH:32][S:31][CH:30]=4)=[O:28])[CH:22]=[CH:23][C:24]=3[CH3:25])[C:13]=2[CH:12]=[CH:11][C:10]1=[O:45].[C:46]1([CH3:56])[CH:51]=[CH:50][C:49]([S:52]([OH:55])(=[O:54])=[O:53])=[CH:48][CH:47]=1.